Dataset: Peptide-MHC class I binding affinity with 185,985 pairs from IEDB/IMGT. Task: Regression. Given a peptide amino acid sequence and an MHC pseudo amino acid sequence, predict their binding affinity value. This is MHC class I binding data. (1) The peptide sequence is TMLYNKMEF. The MHC is HLA-A26:03 with pseudo-sequence HLA-A26:03. The binding affinity (normalized) is 0.0847. (2) The peptide sequence is IVNRNRQGY. The MHC is HLA-A02:02 with pseudo-sequence HLA-A02:02. The binding affinity (normalized) is 0. (3) The peptide sequence is VAPPAPVYR. The MHC is HLA-A03:01 with pseudo-sequence HLA-A03:01. The binding affinity (normalized) is 0.00725. (4) The MHC is HLA-B46:01 with pseudo-sequence HLA-B46:01. The peptide sequence is QHAWPLPPL. The binding affinity (normalized) is 0.0847. (5) The peptide sequence is AYIDNYNKF. The MHC is HLA-B08:01 with pseudo-sequence HLA-B08:01. The binding affinity (normalized) is 0.